From a dataset of NCI-60 drug combinations with 297,098 pairs across 59 cell lines. Regression. Given two drug SMILES strings and cell line genomic features, predict the synergy score measuring deviation from expected non-interaction effect. (1) Drug 1: CN(CC1=CN=C2C(=N1)C(=NC(=N2)N)N)C3=CC=C(C=C3)C(=O)NC(CCC(=O)O)C(=O)O. Drug 2: C1CN(CCN1C(=O)CCBr)C(=O)CCBr. Cell line: NCI-H226. Synergy scores: CSS=60.6, Synergy_ZIP=10.2, Synergy_Bliss=11.3, Synergy_Loewe=-53.0, Synergy_HSA=11.8. (2) Drug 1: CC1=C2C(C(=O)C3(C(CC4C(C3C(C(C2(C)C)(CC1OC(=O)C(C(C5=CC=CC=C5)NC(=O)OC(C)(C)C)O)O)OC(=O)C6=CC=CC=C6)(CO4)OC(=O)C)OC)C)OC. Drug 2: C1=CC(=CC=C1CCCC(=O)O)N(CCCl)CCCl. Cell line: 786-0. Synergy scores: CSS=69.4, Synergy_ZIP=0.652, Synergy_Bliss=-1.36, Synergy_Loewe=2.65, Synergy_HSA=5.41. (3) Drug 1: CCC1=C2CN3C(=CC4=C(C3=O)COC(=O)C4(CC)O)C2=NC5=C1C=C(C=C5)O. Drug 2: C(CC(=O)O)C(=O)CN.Cl. Cell line: K-562. Synergy scores: CSS=28.9, Synergy_ZIP=0.467, Synergy_Bliss=0.692, Synergy_Loewe=-20.5, Synergy_HSA=0.990. (4) Drug 1: C1=NC2=C(N=C(N=C2N1C3C(C(C(O3)CO)O)O)F)N. Drug 2: CC=C1C(=O)NC(C(=O)OC2CC(=O)NC(C(=O)NC(CSSCCC=C2)C(=O)N1)C(C)C)C(C)C. Cell line: SNB-75. Synergy scores: CSS=34.4, Synergy_ZIP=-0.622, Synergy_Bliss=-1.47, Synergy_Loewe=-21.3, Synergy_HSA=-1.65. (5) Drug 1: C1=NC2=C(N1)C(=S)N=CN2. Drug 2: COCCOC1=C(C=C2C(=C1)C(=NC=N2)NC3=CC=CC(=C3)C#C)OCCOC.Cl. Cell line: U251. Synergy scores: CSS=19.5, Synergy_ZIP=-3.93, Synergy_Bliss=-3.79, Synergy_Loewe=-3.45, Synergy_HSA=-3.44. (6) Drug 1: C1=NNC2=C1C(=O)NC=N2. Drug 2: C(CCl)NC(=O)N(CCCl)N=O. Cell line: SR. Synergy scores: CSS=38.6, Synergy_ZIP=0.0505, Synergy_Bliss=-0.438, Synergy_Loewe=-24.5, Synergy_HSA=-0.575.